Dataset: Reaction yield outcomes from USPTO patents with 853,638 reactions. Task: Predict the reaction yield, written as a fraction of the theoretical maximum amount of product (1.0 means a 100% yield; for example, 0.34 means a 34% yield). (1) The reactants are [NH:1]1[C:9]2[C:4](=[CH:5][C:6]([CH:10]=O)=[CH:7][CH:8]=2)[CH:3]=[N:2]1.[NH2:12]/[C:13](/[CH3:17])=[CH:14]\[C:15]#[N:16].C([O-])(O)=O.[Na+]. The catalyst is CC(O)=O. The product is [NH:1]1[C:9]2[C:4](=[CH:5][C:6]([CH:10]3[C:14]([C:15]#[N:16])=[C:13]([CH3:17])[NH:12][C:7]([CH3:6])=[C:8]3[C:9]#[N:1])=[CH:7][CH:8]=2)[CH:3]=[N:2]1. The yield is 0.440. (2) The reactants are CO[C:3]([C@H:5]1[CH2:17][C:16]2[C:15]3[C:10](=[CH:11][CH:12]=[CH:13][CH:14]=3)[NH:9][C:8]=2[C@@H:7]([C:18]2[CH:23]=[C:22]([O:24][CH3:25])[CH:21]=[C:20]([O:26][CH3:27])[CH:19]=2)[NH:6]1)=[O:4].[CH3:28][N:29]=[C:30]=[S:31]. The catalyst is CC(C)=O. The product is [CH3:25][O:24][C:22]1[CH:23]=[C:18]([C@@H:7]2[C:8]3[NH:9][C:10]4[C:15](=[CH:14][CH:13]=[CH:12][CH:11]=4)[C:16]=3[CH2:17][C@H:5]3[C:3](=[O:4])[N:29]([CH3:28])[C:30](=[S:31])[N:6]23)[CH:19]=[C:20]([O:26][CH3:27])[CH:21]=1. The yield is 0.680. (3) The reactants are [C:1]([O:5][C:6]([N:8]([CH3:10])[NH2:9])=[O:7])([CH3:4])([CH3:3])[CH3:2].[C:11]1([C:20]2[CH:25]=[CH:24][CH:23]=[CH:22][CH:21]=2)[C:12](B(O)O)=[CH:13][CH:14]=[CH:15][CH:16]=1.C(N(CC)CC)C. The catalyst is ClCCCl.C([O-])(=O)C.[Cu+2].C([O-])(=O)C. The product is [C:1]([O:5][C:6]([N:8]([CH3:10])[NH:9][C:25]1[CH:24]=[CH:23][CH:22]=[CH:21][C:20]=1[C:11]1[CH:16]=[CH:15][CH:14]=[CH:13][CH:12]=1)=[O:7])([CH3:4])([CH3:3])[CH3:2]. The yield is 0.340.